From a dataset of Peptide-MHC class I binding affinity with 185,985 pairs from IEDB/IMGT. Regression. Given a peptide amino acid sequence and an MHC pseudo amino acid sequence, predict their binding affinity value. This is MHC class I binding data. The peptide sequence is KEPFQSYVDRF. The MHC is Mamu-A11 with pseudo-sequence Mamu-A11. The binding affinity (normalized) is 0.222.